From a dataset of Reaction yield outcomes from USPTO patents with 853,638 reactions. Predict the reaction yield, written as a fraction of the theoretical maximum amount of product (1.0 means a 100% yield; for example, 0.34 means a 34% yield). (1) The reactants are [ClH:1].[CH2:2]([C:6]1[N:7]=[C:8]([NH2:11])[NH:9][CH:10]=1)[CH2:3][C:4]#[CH:5].[N:12]([CH2:15][C:16]([CH3:24])=[CH:17][C:18]1[CH:23]=[CH:22][CH:21]=[CH:20][CH:19]=1)=[N+:13]=[N-:14]. No catalyst specified. The product is [ClH:1].[CH3:24][C:16](=[CH:17][C:18]1[CH:23]=[CH:22][CH:21]=[CH:20][CH:19]=1)[CH2:15][N:12]1[CH:5]=[C:4]([CH2:3][CH2:2][C:6]2[N:7]=[C:8]([NH2:11])[NH:9][CH:10]=2)[N:14]=[N:13]1. The yield is 0.430. (2) The reactants are [Br:1][C:2]1[CH:7]=[CH:6][C:5]([N+:8]([O-:10])=[O:9])=[CH:4][C:3]=1[CH2:11][CH2:12][OH:13].[H-].[Na+].[CH3:16]I. The yield is 0.800. The catalyst is C1COCC1. The product is [Br:1][C:2]1[CH:7]=[CH:6][C:5]([N+:8]([O-:10])=[O:9])=[CH:4][C:3]=1[CH2:11][CH2:12][O:13][CH3:16]. (3) The reactants are [CH3:1][NH:2][CH3:3].[CH2:4]=O.[N+:6]([C:9]1[CH:17]=[C:16]2[C:12]([CH:13]=[CH:14][NH:15]2)=[CH:11][CH:10]=1)([O-:8])=[O:7].[OH-].[Na+]. The catalyst is C(O)(=O)C. The product is [CH3:1][N:2]([CH3:4])[CH2:3][C:13]1[C:12]2[C:16](=[CH:17][C:9]([N+:6]([O-:8])=[O:7])=[CH:10][CH:11]=2)[NH:15][CH:14]=1. The yield is 0.870. (4) The reactants are [C:1]([O:5][C:6]([N:8]1[CH2:12][CH2:11][CH2:10][C@H:9]1[C:13]([OH:15])=O)=[O:7])([CH3:4])([CH3:3])[CH3:2].ClC(OCC(C)C)=O.C(N(CC)CC)C.[C:31]([C:33]1[CH:34]=[C:35]([CH:40]=[CH:41][CH:42]=1)[C:36]([NH:38]O)=[NH:37])#[N:32]. The catalyst is C1COCC1.CN(C=O)C. The product is [C:1]([O:5][C:6]([N:8]1[CH2:12][CH2:11][CH2:10][C@H:9]1[C:13]1[O:15][N:38]=[C:36]([C:35]2[CH:40]=[CH:41][CH:42]=[C:33]([C:31]#[N:32])[CH:34]=2)[N:37]=1)=[O:7])([CH3:2])([CH3:3])[CH3:4]. The yield is 0.440. (5) The reactants are [Br:1][C:2]1[CH:7]=[CH:6][C:5]([CH2:8][C:9](=[O:12])[CH2:10][CH3:11])=[CH:4][CH:3]=1.[BH4-].[Na+]. The catalyst is CO.CCOC(C)=O. The product is [Br:1][C:2]1[CH:3]=[CH:4][C:5]([CH2:8][CH:9]([OH:12])[CH2:10][CH3:11])=[CH:6][CH:7]=1. The yield is 0.960. (6) The reactants are Br[C:2]1[CH:7]=[CH:6][CH:5]=[CH:4][C:3]=1[O:8][CH3:9].[CH2:10]([NH2:16])[CH2:11][CH2:12][CH2:13][CH2:14][CH3:15]. No catalyst specified. The product is [CH3:9][O:8][C:3]1[CH:4]=[CH:5][CH:6]=[CH:7][C:2]=1[NH:16][CH2:10][CH2:11][CH2:12][CH2:13][CH2:14][CH3:15]. The yield is 0.890. (7) The reactants are Cl[C:2]1[N:7]=[C:6]([Cl:8])[C:5]([C:9]([F:12])([F:11])[F:10])=[CH:4][N:3]=1.N#N.[NH2:15][C:16]1[CH:21]=[CH:20][C:19]([CH:22]2[CH2:27][CH2:26][N:25]([C:28]([O:30][C:31]([CH3:34])([CH3:33])[CH3:32])=[O:29])[CH2:24][CH2:23]2)=[CH:18][CH:17]=1.CCN(CC)CC. The product is [Cl:8][C:6]1[C:5]([C:9]([F:12])([F:11])[F:10])=[CH:4][N:3]=[C:2]([NH:15][C:16]2[CH:21]=[CH:20][C:19]([CH:22]3[CH2:23][CH2:24][N:25]([C:28]([O:30][C:31]([CH3:34])([CH3:33])[CH3:32])=[O:29])[CH2:26][CH2:27]3)=[CH:18][CH:17]=2)[N:7]=1. The catalyst is CO.O.[Cl-].[Zn+2].[Cl-].ClCCCl.CC(O)(C)C. The yield is 0.880. (8) The reactants are [CH3:1][C:2]1([CH3:14])[C:6](=[O:7])[CH:5]=[C:4]([C:8]2[CH:13]=[CH:12][N:11]=[CH:10][CH:9]=2)[O:3]1.C1C(=O)N([Br:22])C(=O)C1. The catalyst is C(Cl)(Cl)Cl.C(Cl)Cl. The product is [Br:22][C:5]1[C:6](=[O:7])[C:2]([CH3:14])([CH3:1])[O:3][C:4]=1[C:8]1[CH:13]=[CH:12][N:11]=[CH:10][CH:9]=1. The yield is 0.210. (9) The reactants are [Cl-].[C:2]([C:4]1[C:16]([N+:17]([O-:19])=[O:18])=[CH:15][CH:14]=[CH:13][C:5]=1[O:6][CH2:7][C@H:8]1[CH2:12][CH2:11][CH2:10][NH2+:9]1)#[N:3].[C:20](Cl)(=[O:24])[CH:21]([CH3:23])[CH3:22]. No catalyst specified. The product is [C:20]([N:9]1[CH2:10][CH2:11][CH2:12][C@@H:8]1[CH2:7][O:6][C:5]1[CH:13]=[CH:14][CH:15]=[C:16]([N+:17]([O-:19])=[O:18])[C:4]=1[C:2]#[N:3])(=[O:24])[CH:21]([CH3:23])[CH3:22]. The yield is 1.00. (10) The reactants are Br[C:2]([CH3:13])([C:8]([O:10][CH2:11][CH3:12])=[O:9])[C:3]([O:5][CH2:6][CH3:7])=[O:4].[F-].[K+].[N+:16]([C:19]1[CH:20]=[C:21]([OH:25])[CH:22]=[CH:23][CH:24]=1)([O-:18])=[O:17]. The catalyst is CN(C=O)C.O. The product is [CH3:13][C:2]([O:25][C:21]1[CH:22]=[CH:23][CH:24]=[C:19]([N+:16]([O-:18])=[O:17])[CH:20]=1)([C:8]([O:10][CH2:11][CH3:12])=[O:9])[C:3]([O:5][CH2:6][CH3:7])=[O:4]. The yield is 0.800.